This data is from Full USPTO retrosynthesis dataset with 1.9M reactions from patents (1976-2016). The task is: Predict the reactants needed to synthesize the given product. (1) Given the product [Cl:7][C:8]1[CH:9]=[CH:10][C:11]([C:41]#[N:42])=[C:12]([C:14]2[C:19]([O:20][CH3:21])=[CH:18][N:17]([CH:22]([CH2:38][CH3:39])[C:23]([NH:25][C:26]3[CH:35]=[C:34]([F:36])[C:29]([C:30]([OH:32])=[O:31])=[C:28]([F:37])[CH:27]=3)=[O:24])[C:16](=[O:40])[CH:15]=2)[CH:13]=1, predict the reactants needed to synthesize it. The reactants are: C(=O)([O-])[O-].[Cs+].[Cs+].[Cl:7][C:8]1[CH:9]=[CH:10][C:11]([C:41]#[N:42])=[C:12]([C:14]2[C:19]([O:20][CH3:21])=[CH:18][N:17]([CH:22]([CH2:38][CH3:39])[C:23]([NH:25][C:26]3[CH:35]=[C:34]([F:36])[C:29]([C:30]([O:32]C)=[O:31])=[C:28]([F:37])[CH:27]=3)=[O:24])[C:16](=[O:40])[CH:15]=2)[CH:13]=1. (2) Given the product [Cl:1][C:2]1[CH:3]=[C:4]2[NH:22][C:21]([O:23][C@@H:24]3[CH2:28][O:27][C@@H:26]4[C:29]5([CH2:30][O:31][C@H:25]34)[NH:38][C:42](=[O:43])[NH:37][C:33]5=[O:36])=[N:20][C:5]2=[N:6][C:7]=1[C:8]1[CH:9]=[CH:10][C:11]([C:14]2[CH:19]=[CH:18][CH:17]=[CH:16][CH:15]=2)=[CH:12][CH:13]=1, predict the reactants needed to synthesize it. The reactants are: [Cl:1][C:2]1[CH:3]=[C:4]2[NH:22][C:21]([O:23][C@@H:24]3[CH2:28][O:27][C@@H:26]4[C:29](=O)[CH2:30][O:31][C@H:25]34)=[N:20][C:5]2=[N:6][C:7]=1[C:8]1[CH:13]=[CH:12][C:11]([C:14]2[CH:19]=[CH:18][CH:17]=[CH:16][CH:15]=2)=[CH:10][CH:9]=1.[C:33](=[O:36])([O-])[O-].[NH4+:37].[NH4+:38].[C-]#N.[K+].[CH3:42][OH:43]. (3) Given the product [CH3:1][O:2][C:3](=[O:37])[C@@H:4]([NH:13][C:14]([C:16]1[N:17]=[CH:18][C:19]2[C:24]([CH:25]=1)=[CH:23][C:22]([O:26][C:27]1[CH:28]=[CH:29][C:30]([C:33]([CH3:34])([CH3:36])[CH3:35])=[CH:31][CH:32]=1)=[CH:21][CH:20]=2)=[O:15])[CH2:5][C:6]1[CH:7]=[CH:8][C:9]([O:12][CH2:43][CH:38]2[CH2:42][CH2:41][CH2:40][CH2:39]2)=[CH:10][CH:11]=1, predict the reactants needed to synthesize it. The reactants are: [CH3:1][O:2][C:3](=[O:37])[C@@H:4]([NH:13][C:14]([C:16]1[N:17]=[CH:18][C:19]2[C:24]([CH:25]=1)=[CH:23][C:22]([O:26][C:27]1[CH:32]=[CH:31][C:30]([C:33]([CH3:36])([CH3:35])[CH3:34])=[CH:29][CH:28]=1)=[CH:21][CH:20]=2)=[O:15])[CH2:5][C:6]1[CH:11]=[CH:10][C:9]([OH:12])=[CH:8][CH:7]=1.[CH:38]1([CH2:43]O)[CH2:42][CH2:41][CH2:40][CH2:39]1.C1(P(C2C=CC=CC=2)C2C=CC=CC=2)C=CC=CC=1.CC(OC(/N=N/C(OC(C)C)=O)=O)C. (4) Given the product [C:15]([O:5][CH2:4][C:3]([CH3:7])([CH3:6])[CH2:2][Br:1])(=[O:20])[C:16]([CH3:19])([CH3:18])[CH3:17], predict the reactants needed to synthesize it. The reactants are: [Br:1][CH2:2][C:3]([CH3:7])([CH3:6])[CH2:4][OH:5].C(N(CC)CC)C.[C:15](Cl)(=[O:20])[C:16]([CH3:19])([CH3:18])[CH3:17].